Dataset: TCR-epitope binding with 47,182 pairs between 192 epitopes and 23,139 TCRs. Task: Binary Classification. Given a T-cell receptor sequence (or CDR3 region) and an epitope sequence, predict whether binding occurs between them. (1) Result: 0 (the TCR does not bind to the epitope). The TCR CDR3 sequence is CASSQDPGPRTPTGQFF. The epitope is KLSALGINAV. (2) The epitope is DATYQRTRALVR. The TCR CDR3 sequence is CASSQDRGQVYGYTF. Result: 0 (the TCR does not bind to the epitope). (3) The epitope is LPRRSGAAGA. The TCR CDR3 sequence is CASSPGTGAYEQYF. Result: 0 (the TCR does not bind to the epitope). (4) The epitope is TLVPQEHYV. The TCR CDR3 sequence is CASSYPGGGFYEQYF. Result: 0 (the TCR does not bind to the epitope). (5) The epitope is ITEEVGHTDLMAAY. The TCR CDR3 sequence is CASSTGLAAQETQYF. Result: 0 (the TCR does not bind to the epitope). (6) The epitope is RQLLFVVEV. The TCR CDR3 sequence is CASSYRDRDVHEQYF. Result: 1 (the TCR binds to the epitope). (7) The epitope is GTITSGWTF. The TCR CDR3 sequence is CSVEERVRGGEQYF. Result: 0 (the TCR does not bind to the epitope). (8) The epitope is ELAGIGILTV. The TCR CDR3 sequence is CSVRPPSDRVIRPEAFF. Result: 1 (the TCR binds to the epitope). (9) The epitope is YIFFASFYY. Result: 1 (the TCR binds to the epitope). The TCR CDR3 sequence is CASSLNLGGTDTQYF.